This data is from Catalyst prediction with 721,799 reactions and 888 catalyst types from USPTO. The task is: Predict which catalyst facilitates the given reaction. (1) Reactant: [CH3:13][C:12]([O:11][C:9](O[C:9]([O:11][C:12]([CH3:15])([CH3:14])[CH3:13])=[O:10])=[O:10])([CH3:15])[CH3:14].[NH2:16][C:17]1[C:18]([Cl:27])=[C:19]([CH:22]=[C:23]([F:26])[C:24]=1[Cl:25])[CH2:20][NH2:21]. Product: [C:12]([O:11][C:9](=[O:10])[NH:21][CH2:20][C:19]1[CH:22]=[C:23]([F:26])[C:24]([Cl:25])=[C:17]([NH2:16])[C:18]=1[Cl:27])([CH3:13])([CH3:14])[CH3:15]. The catalyst class is: 1. (2) Reactant: CS(O[CH2:6][CH2:7][C:8]1[CH:9]=[N:10][N:11]([C:13]2[CH:18]=[C:17]([C:19]#[N:20])[CH:16]=[CH:15][N:14]=2)[CH:12]=1)(=O)=O.[F:21][C:22]1[CH:30]=[CH:29][C:25]([CH2:26][NH:27][CH3:28])=[CH:24][CH:23]=1.C([O-])([O-])=O.[K+].[K+]. Product: [F:21][C:22]1[CH:30]=[CH:29][C:25]([CH2:26][N:27]([CH3:28])[CH2:6][CH2:7][C:8]2[CH:9]=[N:10][N:11]([C:13]3[CH:18]=[C:17]([C:19]#[N:20])[CH:16]=[CH:15][N:14]=3)[CH:12]=2)=[CH:24][CH:23]=1. The catalyst class is: 10. (3) Reactant: [C:1]([O:7][CH2:8][C@H:9]([C:15]1[C:24]([CH3:25])=[CH:23][C:18]2[N:19]=[C:20](Cl)[S:21][C:17]=2[C:16]=1[Br:26])[O:10][C:11]([CH3:14])([CH3:13])[CH3:12])(=[O:6])[C:2]([CH3:5])([CH3:4])[CH3:3].[CH3:27][N:28]1[C:36]2[C:31](=[CH:32][C:33]([C:37]3[CH:42]=[CH:41][CH:40]=[C:39](B4OC(C)(C)C(C)(C)O4)[CH:38]=3)=[CH:34][CH:35]=2)[CH:30]=[N:29]1.C([O-])([O-])=O.[K+].[K+].CCOC(C)=O. Product: [C:1]([O:7][CH2:8][C@H:9]([C:15]1[C:24]([CH3:25])=[CH:23][C:18]2[N:19]=[C:20]([C:41]3[CH:40]=[CH:39][CH:38]=[C:37]([C:33]4[CH:32]=[C:31]5[C:36](=[CH:35][CH:34]=4)[N:28]([CH3:27])[N:29]=[CH:30]5)[CH:42]=3)[S:21][C:17]=2[C:16]=1[Br:26])[O:10][C:11]([CH3:14])([CH3:13])[CH3:12])(=[O:6])[C:2]([CH3:5])([CH3:4])[CH3:3]. The catalyst class is: 77.